Task: Predict the reactants needed to synthesize the given product.. Dataset: Full USPTO retrosynthesis dataset with 1.9M reactions from patents (1976-2016) (1) Given the product [F:1][C:2]([F:26])([F:27])[C:3]1[CH:4]=[C:5]([NH:9][C:10](=[O:25])[C:11](=[CH:39][C:32]2[CH:31]=[C:30]([O:29][CH3:28])[C:35]3[O:36][CH2:37][O:38][C:34]=3[CH:33]=2)[C:12]([NH:14][C:15]2[CH:20]=[CH:19][CH:18]=[C:17]([C:21]([F:24])([F:23])[F:22])[CH:16]=2)=[O:13])[CH:6]=[CH:7][CH:8]=1, predict the reactants needed to synthesize it. The reactants are: [F:1][C:2]([F:27])([F:26])[C:3]1[CH:4]=[C:5]([NH:9][C:10](=[O:25])[CH2:11][C:12]([NH:14][C:15]2[CH:20]=[CH:19][CH:18]=[C:17]([C:21]([F:24])([F:23])[F:22])[CH:16]=2)=[O:13])[CH:6]=[CH:7][CH:8]=1.[CH3:28][O:29][C:30]1[C:35]2[O:36][CH2:37][O:38][C:34]=2[CH:33]=[C:32]([CH:39]=O)[CH:31]=1. (2) Given the product [F:16][C:14]([F:15])([F:17])[C:12]1[CH:11]=[C:10]([C:18]2[CH:23]=[CH:22][C:21]([C:24]([F:26])([F:25])[F:27])=[CH:20][CH:19]=2)[N:9]=[C:8]([C:4]2[CH:3]=[C:2]([C:32]3[CH:33]=[CH:34][C:29]([NH2:28])=[N:30][CH:31]=3)[CH:7]=[CH:6][CH:5]=2)[CH:13]=1, predict the reactants needed to synthesize it. The reactants are: Br[C:2]1[CH:3]=[C:4]([C:8]2[CH:13]=[C:12]([C:14]([F:17])([F:16])[F:15])[CH:11]=[C:10]([C:18]3[CH:23]=[CH:22][C:21]([C:24]([F:27])([F:26])[F:25])=[CH:20][CH:19]=3)[N:9]=2)[CH:5]=[CH:6][CH:7]=1.[NH2:28][C:29]1[CH:34]=[CH:33][C:32](B2OC(C)(C)C(C)(C)O2)=[CH:31][N:30]=1. (3) The reactants are: C([C@H]1CSC(=O)N1[C:14]([C@@H:16]([C@@H:29]([OH:45])[CH2:30][CH2:31][C:32]1[CH:37]=[CH:36][C:35]([C:38]2[CH:43]=[CH:42][C:41]([F:44])=[CH:40][CH:39]=2)=[CH:34][CH:33]=1)[CH2:17][N:18]1[C:23](=[O:24])[C:22]2[CH:25]=[CH:26][CH:27]=[CH:28][C:21]=2[N:20]=[N:19]1)=[O:15])C1C=CC=CC=1.[OH:46]O.O.[OH-].[Li+]. Given the product [F:44][C:41]1[CH:40]=[CH:39][C:38]([C:35]2[CH:36]=[CH:37][C:32]([CH2:31][CH2:30][C@@H:29]([OH:45])[C@H:16]([CH2:17][N:18]3[C:23](=[O:24])[C:22]4[CH:25]=[CH:26][CH:27]=[CH:28][C:21]=4[N:20]=[N:19]3)[C:14]([OH:15])=[O:46])=[CH:33][CH:34]=2)=[CH:43][CH:42]=1, predict the reactants needed to synthesize it.